From a dataset of Catalyst prediction with 721,799 reactions and 888 catalyst types from USPTO. Predict which catalyst facilitates the given reaction. (1) Reactant: [NH2:1][C:2]1[CH:7]=[C:6]([O:8][CH3:9])[N:5]=[CH:4][C:3]=1[CH:10]=O.[CH2:12]([C:17](OC)=[O:18])[C:13]([O:15][CH3:16])=[O:14].CC(O)=O.N1CCCCC1. Product: [CH3:16][O:15][C:13]([C:12]1[C:17](=[O:18])[NH:1][C:2]2[C:3]([CH:10]=1)=[CH:4][N:5]=[C:6]([O:8][CH3:9])[CH:7]=2)=[O:14]. The catalyst class is: 5. (2) Reactant: C([O:5][C:6]([CH:8]1[NH:12][CH:11]([CH2:13][C:14]([CH3:17])([CH3:16])[CH3:15])[C:10]2([C:25]3[C:20](=[CH:21][C:22]([Cl:26])=[CH:23][CH:24]=3)[NH:19][C:18]2=[O:27])[CH:9]1[C:28]1[CH:33]=[CH:32][CH:31]=[C:30]([Br:34])[C:29]=1[F:35])=[O:7])(C)(C)C.[F:36][C:37]([F:42])([F:41])[C:38]([OH:40])=[O:39]. Product: [F:36][C:37]([F:42])([F:41])[C:38]([OH:40])=[O:39].[Br:34][C:30]1[C:29]([F:35])=[C:28]([CH:9]2[CH:8]([C:6]([OH:7])=[O:5])[NH:12][CH:11]([CH2:13][C:14]([CH3:17])([CH3:16])[CH3:15])[C:10]32[C:25]2[C:20](=[CH:21][C:22]([Cl:26])=[CH:23][CH:24]=2)[NH:19][C:18]3=[O:27])[CH:33]=[CH:32][CH:31]=1. The catalyst class is: 4. (3) Reactant: [CH2:1]([S:3][C:4]1[CH:9]=[CH:8][C:7](Br)=[C:6]([CH3:11])[CH:5]=1)[CH3:2].[Mg].BrC(Br)C.[Br-].C[O:19][B:20](OC)[O:21]C. Product: [CH2:1]([S:3][C:4]1[CH:9]=[CH:8][C:7]([B:20]([OH:21])[OH:19])=[C:6]([CH3:11])[CH:5]=1)[CH3:2]. The catalyst class is: 1.